Predict the product of the given reaction. From a dataset of Forward reaction prediction with 1.9M reactions from USPTO patents (1976-2016). (1) Given the reactants P(Cl)(Cl)(Cl)=O.[CH3:6][C:7]1[N:8]=[C:9]([CH3:26])[N:10]2[C:15]=1[C:14](=O)[NH:13][C:12]([C:17]1[CH:22]=[CH:21][CH:20]=[C:19]([N+:23]([O-:25])=[O:24])[CH:18]=1)=[N:11]2.[NH:27]1[CH:31]=[N:30][CH:29]=[N:28]1, predict the reaction product. The product is: [CH3:6][C:7]1[N:8]=[C:9]([CH3:26])[N:10]2[C:15]=1[C:14]([N:27]1[CH:31]=[N:30][CH:29]=[N:28]1)=[N:13][C:12]([C:17]1[CH:22]=[CH:21][CH:20]=[C:19]([N+:23]([O-:25])=[O:24])[CH:18]=1)=[N:11]2. (2) Given the reactants Br[C:2]1[CH:7]=[CH:6][N:5]=[C:4]2[N:8]([CH3:22])[CH:9]=[C:10]([C:11]3[CH:21]=[CH:20][C:14]4[O:15][CH2:16][CH2:17][N:18]([CH3:19])[C:13]=4[CH:12]=3)[C:3]=12.[CH3:23][N:24]1[CH:28]=[CH:27][C:26]([S:29]([NH2:32])(=[O:31])=[O:30])=[N:25]1.CC1(C)C2C(=C(P(C3C=CC=CC=3)C3C=CC=CC=3)C=CC=2)OC2C(P(C3C=CC=CC=3)C3C=CC=CC=3)=CC=CC1=2.C(=O)([O-])[O-].[Cs+].[Cs+].Cl, predict the reaction product. The product is: [CH3:23][N:24]1[CH:28]=[CH:27][C:26]([S:29]([NH:32][C:2]2[CH:7]=[CH:6][N:5]=[C:4]3[N:8]([CH3:22])[CH:9]=[C:10]([C:11]4[CH:21]=[CH:20][C:14]5[O:15][CH2:16][CH2:17][N:18]([CH3:19])[C:13]=5[CH:12]=4)[C:3]=23)(=[O:31])=[O:30])=[N:25]1. (3) Given the reactants [F:1][CH:2]([F:43])[O:3][C:4]1[CH:5]=[C:6]([NH:10][C:11]2[C:16]([C:17]3[N:22]=[C:21]([CH3:23])[N:20]=[C:19]([N:24](CC4C=CC(OC)=CC=4)CC4C=CC(OC)=CC=4)[N:18]=3)=[CH:15][CH:14]=[CH:13][N:12]=2)[CH:7]=[CH:8][CH:9]=1, predict the reaction product. The product is: [F:43][CH:2]([F:1])[O:3][C:4]1[CH:5]=[C:6]([NH:10][C:11]2[C:16]([C:17]3[N:22]=[C:21]([CH3:23])[N:20]=[C:19]([NH2:24])[N:18]=3)=[CH:15][CH:14]=[CH:13][N:12]=2)[CH:7]=[CH:8][CH:9]=1. (4) The product is: [Br-:2].[Br-:1].[CH3:16][N+:7]([CH3:17])([CH2:8][CH2:9][CH2:10][C:11]([O:13][CH2:14][CH3:15])=[O:12])[CH2:6][CH2:5][CH2:4][CH2:3][N+:24]1[C:25]2[C:20](=[C:19]([Cl:18])[CH:28]=[CH:27][CH:26]=2)[C:21]([CH3:29])=[CH:22][CH:23]=1. Given the reactants [Br-:1].[Br:2][CH2:3][CH2:4][CH2:5][CH2:6][N+:7]([CH3:17])([CH3:16])[CH2:8][CH2:9][CH2:10][C:11]([O:13][CH2:14][CH3:15])=[O:12].[Cl:18][C:19]1[CH:28]=[CH:27][CH:26]=[C:25]2[C:20]=1[C:21]([CH3:29])=[CH:22][CH:23]=[N:24]2, predict the reaction product. (5) Given the reactants [N:1]1([CH2:7][C:8]2[CH:9]=[C:10]3[C:15](=[CH:16][CH:17]=2)[C@H:14]([NH:18][C:19](=O)OC(C)(C)C)[CH2:13][CH2:12][CH2:11]3)[CH2:6][CH2:5][CH2:4][CH2:3][CH2:2]1.[H-].[Al+3].[Li+].[H-].[H-].[H-], predict the reaction product. The product is: [CH3:19][NH:18][C@H:14]1[C:15]2[C:10](=[CH:9][C:8]([CH2:7][N:1]3[CH2:6][CH2:5][CH2:4][CH2:3][CH2:2]3)=[CH:17][CH:16]=2)[CH2:11][CH2:12][CH2:13]1. (6) Given the reactants [Cl:1][C:2]1[CH:11]=[C:10]2[C:5]([CH:6]=[CH:7][C:8]([CH3:12])=[N:9]2)=[C:4]([N:13]2[CH2:18][CH2:17][N:16]([CH2:19][CH:20]([C:22]3[CH:23]=[CH:24][C:25]4[O:30][CH2:29][C:28](=[O:31])[NH:27][C:26]=4[CH:32]=3)O)[CH2:15][CH2:14]2)[CH:3]=1.CCN(S(F)(F)[F:39])CC, predict the reaction product. The product is: [Cl:1][C:2]1[CH:11]=[C:10]2[C:5]([CH:6]=[CH:7][C:8]([CH3:12])=[N:9]2)=[C:4]([N:13]2[CH2:18][CH2:17][N:16]([CH2:19][CH:20]([C:22]3[CH:23]=[CH:24][C:25]4[O:30][CH2:29][C:28](=[O:31])[NH:27][C:26]=4[CH:32]=3)[F:39])[CH2:15][CH2:14]2)[CH:3]=1.